From a dataset of Reaction yield outcomes from USPTO patents with 853,638 reactions. Predict the reaction yield, written as a fraction of the theoretical maximum amount of product (1.0 means a 100% yield; for example, 0.34 means a 34% yield). (1) The reactants are [C:1]([C:4]1[CH:9]=[CH:8][C:7]([S:10]([NH:13][CH2:14][CH2:15][CH2:16][N:17]2[CH:21]=[CH:20][N:19]=[CH:18]2)(=[O:12])=[O:11])=[CH:6][CH:5]=1)(=[O:3])[CH3:2].[NH2:22][C:23]1[CH:28]=[CH:27][CH:26]=[CH:25][C:24]=1[C:29]#[C:30][C:31]1[C:32]([O:41][CH3:42])=[CH:33][C:34]([O:39][CH3:40])=[C:35]([CH:38]=1)[CH:36]=O.C[O-].[Li+]. The catalyst is CN(C=O)C.CO. The product is [NH2:22][C:23]1[CH:28]=[CH:27][CH:26]=[CH:25][C:24]=1[C:29]#[C:30][C:31]1[C:32]([O:41][CH3:42])=[CH:33][C:34]([O:39][CH3:40])=[C:35](/[CH:36]=[CH:2]/[C:1]([C:4]2[CH:9]=[CH:8][C:7]([S:10]([NH:13][CH2:14][CH2:15][CH2:16][N:17]3[CH:21]=[CH:20][N:19]=[CH:18]3)(=[O:12])=[O:11])=[CH:6][CH:5]=2)=[O:3])[CH:38]=1. The yield is 0.530. (2) The reactants are [C:1]([O:5][CH3:6])(=[O:4])[CH2:2][CH3:3].[Br:7][C:8]1[CH:17]=[CH:16][C:11]2[N:12]=[C:13](Cl)[S:14][C:10]=2[CH:9]=1.C[Si]([N-][Si](C)(C)C)(C)C.[Na+].C1COCC1. The catalyst is C1(C)C=CC=CC=1. The product is [Br:7][C:8]1[CH:17]=[CH:16][C:11]2[N:12]=[C:13]([CH:2]([CH3:3])[C:1]([O:5][CH3:6])=[O:4])[S:14][C:10]=2[CH:9]=1. The yield is 0.740. (3) The product is [Si:29]([O:28][C@@:20]([C:22]1[CH:23]=[CH:24][CH:25]=[CH:26][CH:27]=1)([CH3:21])[CH2:19][C:44]([OH:40])=[O:1])([C:32]([CH3:34])([CH3:35])[CH3:33])([CH3:31])[CH3:30]. No catalyst specified. The yield is 0.570. The reactants are [OH-:1].[Li+].OO.C([C@H]1COC(=O)N1C(=O)[CH2:19][C@:20]([O:28][Si:29]([C:32]([CH3:35])([CH3:34])[CH3:33])([CH3:31])[CH3:30])([C:22]1[CH:27]=[CH:26][CH:25]=[CH:24][CH:23]=1)[CH3:21])C1C=CC=CC=1.Cl.[Na+].[Cl-].[O:40]1[CH2:44]CCC1.O. (4) The reactants are [C:1]([C:3]([CH3:24])([CH3:23])[C:4]1[CH:9]=[CH:8][C:7]([NH:10][C:11](=[O:22])[C:12]2[CH:17]=[CH:16][C:15]([O:18][CH3:19])=[C:14]([O:20][CH3:21])[CH:13]=2)=[CH:6][CH:5]=1)#[N:2].NO.C1C=CC2N(O)N=[N:33]C=2C=1.C(Cl)CCl.[O:41]([CH2:48][C:49]([OH:51])=O)[C:42]1[CH:47]=[CH:46][CH:45]=[CH:44][CH:43]=1. No catalyst specified. The product is [CH3:21][O:20][C:14]1[CH:13]=[C:12]([CH:17]=[CH:16][C:15]=1[O:18][CH3:19])[C:11]([NH:10][C:7]1[CH:6]=[CH:5][C:4]([C:3]([CH3:24])([C:1]2[N:33]=[C:49]([CH2:48][O:41][C:42]3[CH:47]=[CH:46][CH:45]=[CH:44][CH:43]=3)[O:51][N:2]=2)[CH3:23])=[CH:9][CH:8]=1)=[O:22]. The yield is 0.230. (5) The reactants are [H-].[Na+].[CH3:3][O:4][C:5]1[CH:10]=[CH:9][C:8]([OH:11])=[CH:7][CH:6]=1.Br[C:13]1[CH:14]=[N:15][CH:16]=[C:17]([Br:19])[CH:18]=1.[OH-].[Na+]. The catalyst is CN(C=O)C.O. The product is [Br:19][C:17]1[CH:16]=[N:15][CH:14]=[C:13]([O:11][C:8]2[CH:9]=[CH:10][C:5]([O:4][CH3:3])=[CH:6][CH:7]=2)[CH:18]=1. The yield is 0.660. (6) The reactants are [OH-].[Na+].C(=O)([O-])[O-].[K+].[K+].C[N:10](C)[CH2:11][CH2:12][C@@H:13](C1SC=CC=1)O.FC1C2C(=CC=CC=2)C=CC=1.O.O.[C:34]([OH:39])(=[O:38])[C:35]([OH:37])=[O:36]. The catalyst is CS(C)=O.O. The product is [C:34]([OH:39])(=[O:38])[C:35]([OH:37])=[O:36].[CH2:11]([NH2:10])[CH2:12][CH3:13]. The yield is 0.750. (7) The reactants are CO[C:3]1[CH:31]=[CH:30][C:6]2[C:7](=[O:29])/[C:8](=C/C3C4C(=CC=C(OCCN5CCOCC5)C=4)NN=3)/[O:9][C:5]=2[C:4]=1[CH2:32][N:33]1[CH2:38][CH2:37][N:36](C(OC(C)(C)C)=O)[CH2:35][CH2:34]1.Cl. The catalyst is C(Cl)Cl.O1CCOCC1. The product is [N:33]1([CH2:32][C:4]2[C:5]3[O:9][CH2:8][C:7](=[O:29])[C:6]=3[CH:30]=[CH:31][CH:3]=2)[CH2:38][CH2:37][NH:36][CH2:35][CH2:34]1. The yield is 0.560.